From a dataset of Full USPTO retrosynthesis dataset with 1.9M reactions from patents (1976-2016). Predict the reactants needed to synthesize the given product. (1) Given the product [CH2:3]([O:10][C:11]1[CH:20]=[C:19]([N:21]2[CH:25]=[CH:24][CH:23]=[N:22]2)[CH:18]=[CH:17][C:12]=1[C:13]([OH:15])=[O:14])[C:4]1[CH:5]=[CH:6][CH:7]=[CH:8][CH:9]=1, predict the reactants needed to synthesize it. The reactants are: [OH-].[Na+].[CH2:3]([O:10][C:11]1[CH:20]=[C:19]([N:21]2[CH:25]=[CH:24][CH:23]=[N:22]2)[CH:18]=[CH:17][C:12]=1[C:13]([O:15]C)=[O:14])[C:4]1[CH:9]=[CH:8][CH:7]=[CH:6][CH:5]=1.O.Cl. (2) Given the product [Br:14][C:15]1[CH:22]=[C:21]([N:4]2[C:5]3[CH2:6][C:7]([CH3:13])([CH3:12])[CH2:8][C:9](=[O:11])[C:10]=3[C:2]([CH3:1])=[CH:3]2)[CH:20]=[CH:19][C:16]=1[C:17]#[N:18], predict the reactants needed to synthesize it. The reactants are: [CH3:1][C:2]1[C:10]2[C:9](=[O:11])[CH2:8][C:7]([CH3:13])([CH3:12])[CH2:6][C:5]=2[NH:4][CH:3]=1.[Br:14][C:15]1[CH:22]=[C:21](F)[CH:20]=[CH:19][C:16]=1[C:17]#[N:18].[H-].[Na+].O. (3) Given the product [Br:1][C:2]1[CH:3]=[CH:4][C:5]2[N:16]([CH2:17][CH:18]3[CH2:20][CH2:19]3)[C:9]([CH2:10][C:11]([CH3:14])([CH3:13])[CH3:12])=[N:8][C:6]=2[CH:7]=1, predict the reactants needed to synthesize it. The reactants are: [Br:1][C:2]1[CH:3]=[CH:4][C:5]([NH:16][CH2:17][CH:18]2[CH2:20][CH2:19]2)=[C:6]([NH:8][C:9](=O)[CH2:10][C:11]([CH3:14])([CH3:13])[CH3:12])[CH:7]=1.O.C1(C)C=CC(S(O)(=O)=O)=CC=1.O.N.